This data is from Catalyst prediction with 721,799 reactions and 888 catalyst types from USPTO. The task is: Predict which catalyst facilitates the given reaction. (1) Reactant: [H-].[Na+].C(OP([CH2:11][C:12]([O:14][CH2:15][CH3:16])=[O:13])(OCC)=O)C.[CH2:17]([N:24]1[CH2:28][CH2:27][C@@H:26]([NH:29][C:30]2[C:37]([F:38])=[CH:36][C:33]([CH:34]=O)=[CH:32][N:31]=2)[CH2:25]1)[C:18]1[CH:23]=[CH:22][CH:21]=[CH:20][CH:19]=1.[Na+].[Cl-]. Product: [CH2:17]([N:24]1[CH2:28][CH2:27][C@@H:26]([NH:29][C:30]2[N:31]=[CH:32][C:33](/[CH:34]=[CH:11]/[C:12]([O:14][CH2:15][CH3:16])=[O:13])=[CH:36][C:37]=2[F:38])[CH2:25]1)[C:18]1[CH:23]=[CH:22][CH:21]=[CH:20][CH:19]=1. The catalyst class is: 49. (2) Reactant: [F:1][C:2]1[CH:3]=[C:4]2[N:10]([CH3:11])[N:9]=[C:8]([C:12]3[CH:17]=[CH:16][C:15]([OH:18])=[CH:14][CH:13]=3)[C:5]2=[N:6][CH:7]=1.[H-].[Na+].[CH3:21][N:22]1[C:26]2=[N:27][CH:28]=[CH:29][CH:30]=[C:25]2[N:24]=[C:23]1S(C)(=O)=O.O. Product: [F:1][C:2]1[CH:3]=[C:4]2[N:10]([CH3:11])[N:9]=[C:8]([C:12]3[CH:17]=[CH:16][C:15]([O:18][C:23]4[N:22]([CH3:21])[C:26]5=[N:27][CH:28]=[CH:29][CH:30]=[C:25]5[N:24]=4)=[CH:14][CH:13]=3)[C:5]2=[N:6][CH:7]=1. The catalyst class is: 3.